The task is: Regression. Given two drug SMILES strings and cell line genomic features, predict the synergy score measuring deviation from expected non-interaction effect.. This data is from NCI-60 drug combinations with 297,098 pairs across 59 cell lines. (1) Drug 1: COC1=C(C=C2C(=C1)N=CN=C2NC3=CC(=C(C=C3)F)Cl)OCCCN4CCOCC4. Drug 2: CC1C(C(=O)NC(C(=O)N2CCCC2C(=O)N(CC(=O)N(C(C(=O)O1)C(C)C)C)C)C(C)C)NC(=O)C3=C4C(=C(C=C3)C)OC5=C(C(=O)C(=C(C5=N4)C(=O)NC6C(OC(=O)C(N(C(=O)CN(C(=O)C7CCCN7C(=O)C(NC6=O)C(C)C)C)C)C(C)C)C)N)C. Cell line: HL-60(TB). Synergy scores: CSS=36.7, Synergy_ZIP=18.7, Synergy_Bliss=25.4, Synergy_Loewe=26.0, Synergy_HSA=26.3. (2) Drug 1: CC12CCC3C(C1CCC2O)C(CC4=C3C=CC(=C4)O)CCCCCCCCCS(=O)CCCC(C(F)(F)F)(F)F. Drug 2: COC1=C2C(=CC3=C1OC=C3)C=CC(=O)O2. Cell line: MCF7. Synergy scores: CSS=22.6, Synergy_ZIP=4.45, Synergy_Bliss=0.307, Synergy_Loewe=0.346, Synergy_HSA=2.42. (3) Drug 1: C1=NC(=NC(=O)N1C2C(C(C(O2)CO)O)O)N. Drug 2: CN(C(=O)NC(C=O)C(C(C(CO)O)O)O)N=O. Cell line: NCI-H322M. Synergy scores: CSS=26.4, Synergy_ZIP=-6.78, Synergy_Bliss=2.01, Synergy_Loewe=-51.0, Synergy_HSA=0.0498. (4) Drug 1: COC1=C2C(=CC3=C1OC=C3)C=CC(=O)O2. Drug 2: CCC1(C2=C(COC1=O)C(=O)N3CC4=CC5=C(C=CC(=C5CN(C)C)O)N=C4C3=C2)O.Cl. Cell line: NCI-H322M. Synergy scores: CSS=-6.30, Synergy_ZIP=1.34, Synergy_Bliss=-6.19, Synergy_Loewe=-5.82, Synergy_HSA=-11.9. (5) Synergy scores: CSS=-3.31, Synergy_ZIP=-2.32, Synergy_Bliss=-6.98, Synergy_Loewe=-13.3, Synergy_HSA=-6.60. Drug 2: C1CNP(=O)(OC1)N(CCCl)CCCl. Cell line: UACC-257. Drug 1: CC1OCC2C(O1)C(C(C(O2)OC3C4COC(=O)C4C(C5=CC6=C(C=C35)OCO6)C7=CC(=C(C(=C7)OC)O)OC)O)O.